Task: Predict the reaction yield, written as a fraction of the theoretical maximum amount of product (1.0 means a 100% yield; for example, 0.34 means a 34% yield).. Dataset: Reaction yield outcomes from USPTO patents with 853,638 reactions The reactants are Cl[C:2]1[N:3]=[C:4]([N:18]2[CH2:23][CH2:22][O:21][CH2:20][CH2:19]2)[C:5]2[CH2:10][N:9]([C:11]([O:13][C:14]([CH3:17])([CH3:16])[CH3:15])=[O:12])[CH2:8][C:6]=2[N:7]=1.[CH2:24]([NH:26][C:27](=[O:44])[NH:28][C:29]1[CH:34]=[CH:33][C:32](B2OC(C)(C)C(C)(C)O2)=[CH:31][CH:30]=1)[CH3:25].C([O-])([O-])=O.[Na+].[Na+]. The catalyst is COC1CCCC1.CCO.O. The product is [CH2:24]([NH:26][C:27](=[O:44])[NH:28][C:29]1[CH:34]=[CH:33][C:32]([C:2]2[N:3]=[C:4]([N:18]3[CH2:23][CH2:22][O:21][CH2:20][CH2:19]3)[C:5]3[CH2:10][N:9]([C:11]([O:13][C:14]([CH3:17])([CH3:16])[CH3:15])=[O:12])[CH2:8][C:6]=3[N:7]=2)=[CH:31][CH:30]=1)[CH3:25]. The yield is 0.670.